Dataset: Reaction yield outcomes from USPTO patents with 853,638 reactions. Task: Predict the reaction yield, written as a fraction of the theoretical maximum amount of product (1.0 means a 100% yield; for example, 0.34 means a 34% yield). (1) The reactants are [Br:1][C:2]1[C:3](F)=[C:4]2[C:10]([NH:11][C:12]([CH:14]3[CH2:16][C:15]3([CH3:18])[CH3:17])=[O:13])=[CH:9][NH:8][C:5]2=[N:6][CH:7]=1.N1[CH2:25][CH2:24][CH2:23][C@@H:22]([NH:26][C:27](=[O:33])[O:28][C:29]([CH3:32])([CH3:31])[CH3:30])[CH2:21]1.[CH:34](O)(CC)C. No catalyst specified. The product is [Br:1][C:2]1[C:3]([CH:34]2[CH2:25][CH2:24][CH2:23][C@@H:22]([NH:26][C:27](=[O:33])[O:28][C:29]([CH3:32])([CH3:31])[CH3:30])[CH2:21]2)=[C:4]2[C:10]([NH:11][C:12]([CH:14]3[CH2:16][C:15]3([CH3:18])[CH3:17])=[O:13])=[CH:9][NH:8][C:5]2=[N:6][CH:7]=1. The yield is 0.465. (2) The reactants are CN(C)/[CH:3]=[C:4](\[C:8]1[CH:13]=[CH:12][CH:11]=[CH:10][CH:9]=1)/[C:5](=O)[CH3:6].[NH:15]([C:17]1[CH:18]=[C:19]([CH:22]=[CH:23][N:24]=1)[C:20]#[N:21])[NH2:16]. No catalyst specified. The product is [CH3:6][C:5]1[N:15]([C:17]2[CH:18]=[C:19]([C:20]#[N:21])[CH:22]=[CH:23][N:24]=2)[N:16]=[CH:3][C:4]=1[C:8]1[CH:13]=[CH:12][CH:11]=[CH:10][CH:9]=1. The yield is 0.340. (3) The reactants are [N+](C1C=C([N+]([O-])=O)C=CC=1[O-])([O-])=O.[NH2:14][N+:15]1[CH:20]=[CH:19][CH:18]=[C:17]([Br:21])[CH:16]=1.[CH3:22][O:23][C:24](=[O:31])[C:25]#[C:26][C:27]([CH3:30])([CH3:29])[CH3:28].C([O-])([O-])=O.[K+].[K+]. The catalyst is CN(C=O)C. The product is [CH3:22][O:23][C:24]([C:25]1[C:26]([C:27]([CH3:30])([CH3:29])[CH3:28])=[N:14][N:15]2[CH:16]=[C:17]([Br:21])[CH:18]=[CH:19][C:20]=12)=[O:31]. The yield is 0.240. (4) The reactants are [Cl:1][C:2]1[CH:9]=[CH:8][C:5]([CH:6]=O)=[CH:4][C:3]=1[F:10].C([O-])(=O)C.[NH4+].[N+:16]([CH3:19])([O-:18])=[O:17].O. The catalyst is C(O)(=O)C. The product is [Cl:1][C:2]1[CH:9]=[CH:8][C:5]([CH:6]=[CH:19][N+:16]([O-:18])=[O:17])=[CH:4][C:3]=1[F:10]. The yield is 0.660. (5) The reactants are C(OC(=O)[NH:7][C@H:8]([CH2:13][C:14](=[O:34])[N:15]1[CH2:20][CH2:19][C:18](=[N:21][O:22][CH2:23][C:24]2[CH:29]=[CH:28][CH:27]=[C:26]([C:30]([F:33])([F:32])[F:31])[CH:25]=2)[CH2:17][CH2:16]1)[CH2:9][CH:10]([CH3:12])[CH3:11])(C)(C)C. The catalyst is C(Cl)(Cl)Cl.FC(F)(F)C(O)=O. The product is [F:32][C:30]([F:31])([F:33])[C:26]1[CH:25]=[C:24]([CH:29]=[CH:28][CH:27]=1)[CH2:23][O:22][N:21]=[C:18]1[CH2:17][CH2:16][N:15]([C:14](=[O:34])[CH2:13][C@@H:8]([NH2:7])[CH2:9][CH:10]([CH3:11])[CH3:12])[CH2:20][CH2:19]1. The yield is 0.900. (6) The reactants are [Cl:1][C:2]1[C:7]([N:8]2[C:12](SC3C=CC=CC=3)=[CH:11][C:10]([C:20]([O:22][CH2:23][CH3:24])=[O:21])=[N:9]2)=[CH:6][CH:5]=[CH:4][N:3]=1.Cl[C:26]1[CH:31]=[CH:30][CH:29]=[C:28](C(OO)=O)[CH:27]=1.[S:36]([O-:40])([O-])(=[O:38])=S.[Na+].[Na+]. The catalyst is C(OCC)(=O)C. The product is [Cl:1][C:2]1[C:7]([N:8]2[C:12]([S:36]([C:26]3[CH:27]=[CH:28][CH:29]=[CH:30][CH:31]=3)(=[O:40])=[O:38])=[CH:11][C:10]([C:20]([O:22][CH2:23][CH3:24])=[O:21])=[N:9]2)=[CH:6][CH:5]=[CH:4][N:3]=1. The yield is 0.790. (7) The reactants are OO.C(OC(C(F)(F)F)=O)(C(F)(F)F)=[O:4].[O-:16][N+:17]1[C:22]2[CH:23]=[C:24]3[C:28](=[CH:29][C:21]=2[N:20]=[C:19]([NH:30][CH2:31][CH2:32][OH:33])[N:18]=1)[CH2:27][CH2:26][CH2:25]3.C(O)(C(F)(F)F)=O. The catalyst is C(Cl)Cl.N. The product is [O-:16][N+:17]1[C:22]2[CH:23]=[C:24]3[C:28](=[CH:29][C:21]=2[N+:20]([O-:4])=[C:19]([NH:30][CH2:31][CH2:32][OH:33])[N:18]=1)[CH2:27][CH2:26][CH2:25]3. The yield is 0.400. (8) The reactants are Br[C:2]1[CH:3]=[C:4]2[C:9](=[CH:10][C:11]=1[CH3:12])[N:8]([CH:13]([CH3:15])[CH3:14])[CH2:7][CH2:6][CH2:5]2.[C:16](=[O:19])([O-])[O-].[K+].[K+].CO[CH2:24][CH2:25][O:26][CH3:27]. The catalyst is O.C(OCC)(=O)C.C1C=CC([P]([Pd]([P](C2C=CC=CC=2)(C2C=CC=CC=2)C2C=CC=CC=2)([P](C2C=CC=CC=2)(C2C=CC=CC=2)C2C=CC=CC=2)[P](C2C=CC=CC=2)(C2C=CC=CC=2)C2C=CC=CC=2)(C2C=CC=CC=2)C2C=CC=CC=2)=CC=1. The product is [CH:13]([N:8]1[C:9]2[C:4](=[CH:3][C:2]([C:3]3[CH:2]=[C:11]([CH:10]=[CH:24][C:25]=3[O:26][CH3:27])[CH:16]=[O:19])=[C:11]([CH3:12])[CH:10]=2)[CH2:5][CH2:6][CH2:7]1)([CH3:15])[CH3:14]. The yield is 0.790. (9) The reactants are Cl[C:2]1[CH:3]=[C:4]2[C:8](=[CH:9][CH:10]=1)[N:7]([CH:11]([C:18]1[CH:23]=[CH:22][CH:21]=[CH:20][CH:19]=1)[C:12]1[CH:17]=[CH:16][CH:15]=[CH:14][CH:13]=1)[C:6](CCNS(CC1C(Br)=CC=CC=1Br)(=O)=O)=[C:5]2CCCC1C=CC(C(O)=O)=CC=1.[H-].[Na+].C(Br)(C1C=CC=CC=1)C1C=CC=CC=1.O. The catalyst is CN(C=O)C. The product is [CH:11]([N:7]1[C:8]2[C:4](=[CH:3][CH:2]=[CH:10][CH:9]=2)[CH:5]=[CH:6]1)([C:18]1[CH:23]=[CH:22][CH:21]=[CH:20][CH:19]=1)[C:12]1[CH:13]=[CH:14][CH:15]=[CH:16][CH:17]=1. The yield is 0.590. (10) The reactants are [CH:1]([C:3]1[CH:18]=[CH:17][C:6]([O:7][C:8]2[CH:16]=[CH:15][C:11]([C:12]([NH2:14])=[O:13])=[CH:10][N:9]=2)=[C:5]([O:19][CH3:20])[CH:4]=1)=O.[F:21][C:22]1[CH:30]=[CH:29][CH:28]=[CH:27][C:23]=1[CH2:24][CH2:25][NH2:26]. No catalyst specified. The product is [F:21][C:22]1[CH:30]=[CH:29][CH:28]=[CH:27][C:23]=1[CH2:24][CH2:25][NH:26][CH2:1][C:3]1[CH:18]=[CH:17][C:6]([O:7][C:8]2[CH:16]=[CH:15][C:11]([C:12]([NH2:14])=[O:13])=[CH:10][N:9]=2)=[C:5]([O:19][CH3:20])[CH:4]=1. The yield is 0.847.